Dataset: NCI-60 drug combinations with 297,098 pairs across 59 cell lines. Task: Regression. Given two drug SMILES strings and cell line genomic features, predict the synergy score measuring deviation from expected non-interaction effect. (1) Drug 1: C1CN(P(=O)(OC1)NCCCl)CCCl. Drug 2: CC12CCC3C(C1CCC2OP(=O)(O)O)CCC4=C3C=CC(=C4)OC(=O)N(CCCl)CCCl.[Na+]. Cell line: NCI-H226. Synergy scores: CSS=15.7, Synergy_ZIP=4.71, Synergy_Bliss=13.5, Synergy_Loewe=3.68, Synergy_HSA=6.54. (2) Drug 1: C1=CC(=CC=C1CC(C(=O)O)N)N(CCCl)CCCl.Cl. Drug 2: C#CCC(CC1=CN=C2C(=N1)C(=NC(=N2)N)N)C3=CC=C(C=C3)C(=O)NC(CCC(=O)O)C(=O)O. Cell line: OVCAR3. Synergy scores: CSS=5.81, Synergy_ZIP=-2.19, Synergy_Bliss=-2.63, Synergy_Loewe=-5.25, Synergy_HSA=-4.81. (3) Drug 1: C1C(C(OC1N2C=C(C(=O)NC2=O)F)CO)O. Drug 2: COC1=C2C(=CC3=C1OC=C3)C=CC(=O)O2. Cell line: COLO 205. Synergy scores: CSS=35.4, Synergy_ZIP=1.91, Synergy_Bliss=1.29, Synergy_Loewe=-21.3, Synergy_HSA=0.262. (4) Drug 1: CCCS(=O)(=O)NC1=C(C(=C(C=C1)F)C(=O)C2=CNC3=C2C=C(C=N3)C4=CC=C(C=C4)Cl)F. Drug 2: CN1C2=C(C=C(C=C2)N(CCCl)CCCl)N=C1CCCC(=O)O.Cl. Cell line: ACHN. Synergy scores: CSS=18.7, Synergy_ZIP=-3.53, Synergy_Bliss=2.63, Synergy_Loewe=0.178, Synergy_HSA=1.62. (5) Drug 1: CC1C(C(CC(O1)OC2CC(CC3=C2C(=C4C(=C3O)C(=O)C5=C(C4=O)C(=CC=C5)OC)O)(C(=O)C)O)N)O.Cl. Drug 2: CCC1=C2CN3C(=CC4=C(C3=O)COC(=O)C4(CC)O)C2=NC5=C1C=C(C=C5)O. Cell line: CCRF-CEM. Synergy scores: CSS=69.4, Synergy_ZIP=0.270, Synergy_Bliss=-0.0482, Synergy_Loewe=-6.80, Synergy_HSA=2.93.